This data is from Forward reaction prediction with 1.9M reactions from USPTO patents (1976-2016). The task is: Predict the product of the given reaction. (1) Given the reactants [Br:1][C:2]1[N:7]=[C:6]([CH3:8])[C:5]([NH2:9])=[C:4]([CH3:10])[CH:3]=1.N1C=CC=CC=1.[CH3:17][C:18]1[CH:22]=[CH:21][O:20][C:19]=1[C:23](Cl)=[O:24].O, predict the reaction product. The product is: [Br:1][C:2]1[N:7]=[C:6]([CH3:8])[C:5]([NH:9][C:23]([C:19]2[O:20][CH:21]=[CH:22][C:18]=2[CH3:17])=[O:24])=[C:4]([CH3:10])[CH:3]=1. (2) Given the reactants [CH2:1]([N:8]([CH2:18][C:19]1[CH:24]=[CH:23][CH:22]=[CH:21][CH:20]=1)[CH:9]1[CH2:13][CH:12]([C:14](O)=[O:15])[CH:11]([CH3:17])[CH2:10]1)[C:2]1[CH:7]=[CH:6][CH:5]=[CH:4][CH:3]=1.C(Cl)(=O)C([Cl:28])=O.CN(C=O)C, predict the reaction product. The product is: [CH2:1]([N:8]([CH2:18][C:19]1[CH:24]=[CH:23][CH:22]=[CH:21][CH:20]=1)[CH:9]1[CH2:13][CH:12]([C:14]([Cl:28])=[O:15])[CH:11]([CH3:17])[CH2:10]1)[C:2]1[CH:7]=[CH:6][CH:5]=[CH:4][CH:3]=1. (3) Given the reactants [CH3:1][N:2]1[C:6]([NH:7][C:8](=[O:15])OCC(Cl)(Cl)Cl)=[CH:5][CH:4]=[N:3]1.[F:16][C:17]1[C:22]([F:23])=[CH:21][CH:20]=[CH:19][C:18]=1[C:24]1[N:29]=[C:28]([N:30]2[CH2:35][CH2:34][NH:33][CH2:32][CH2:31]2)[CH:27]=[CH:26][CH:25]=1, predict the reaction product. The product is: [F:16][C:17]1[C:22]([F:23])=[CH:21][CH:20]=[CH:19][C:18]=1[C:24]1[N:29]=[C:28]([N:30]2[CH2:31][CH2:32][N:33]([C:8]([NH:7][C:6]3[N:2]([CH3:1])[N:3]=[CH:4][CH:5]=3)=[O:15])[CH2:34][CH2:35]2)[CH:27]=[CH:26][CH:25]=1. (4) The product is: [F:27][C:28]1[CH:35]=[CH:34][C:17]([CH:16]2[C:11]3[C:12](=[CH:13][C:8]([CH2:7][OH:6])=[CH:9][CH:10]=3)[CH2:14][O:15]2)=[CH:30][CH:29]=1. Given the reactants C(OCC[O:6][CH2:7][C:8]1[CH:13]=[C:12]([CH2:14][O:15][CH2:16][CH2:17]OCC)[CH:11]=[CH:10][C:9]=1Br)C.C([Li])CCC.[F:27][C:28]1[CH:35]=[CH:34]C(C=O)=[CH:30][CH:29]=1.[Cl-].[NH4+], predict the reaction product.